Dataset: HIV replication inhibition screening data with 41,000+ compounds from the AIDS Antiviral Screen. Task: Binary Classification. Given a drug SMILES string, predict its activity (active/inactive) in a high-throughput screening assay against a specified biological target. (1) The compound is Nc1nc(O)cc(NNc2ccccc2F)n1. The result is 0 (inactive). (2) The drug is COc1cc2c(cc1OC)C1(c3ccc(Cl)cc3)ON=C(c3ccccc3)N1CS2. The result is 0 (inactive). (3) The molecule is c1cnn(P2(n3cccn3)=NP(n3cccn3)(n3cccn3)=NP(n3cccn3)(n3cccn3)=NP(n3cccn3)(n3cccn3)=NP(n3cccn3)(n3cccn3)=NP(n3cccn3)(n3cccn3)=N2)c1. The result is 0 (inactive). (4) The result is 0 (inactive). The drug is CCCCCC(=Nc1nc[nH]c1C(N)=O)OCC. (5) The compound is Cc1ccccc1C1(Br)C(=O)c2ccccc2C1=O. The result is 0 (inactive). (6) The molecule is CC(C)(C)OC(=O)Cc1ccc2c(ccn2Cc2ccccc2)c1. The result is 0 (inactive).